The task is: Predict the reaction yield, written as a fraction of the theoretical maximum amount of product (1.0 means a 100% yield; for example, 0.34 means a 34% yield).. This data is from Reaction yield outcomes from USPTO patents with 853,638 reactions. (1) The reactants are C1(C#C)CC1.[CH:6]1([C:9]#[C:10][C:11]2[CH:16]=[CH:15][C:14]([O:17][CH3:18])=[CH:13][CH:12]=2)[CH2:8][CH2:7]1.IC1C=CC(OC)=CC=1.C(N(CC)CC)C. The catalyst is O1CCCC1.[Cu]I. The product is [CH:6]1([C:9]#[C:10][C:11]2[CH:12]=[CH:13][C:14]([O:17][CH3:18])=[CH:15][CH:16]=2)[CH2:8][CH2:7]1. The yield is 0.670. (2) The yield is 0.510. The catalyst is C(Cl)Cl. The product is [CH3:12][S:9]([C:7]1[CH:8]=[CH:3][C:4]([NH:13][C:14]2[C:19]3[O:20][CH2:21][CH2:22][N:23]([CH:24]4[CH2:25][CH2:26][N:27]([C:31]([O:33][CH:34]([CH3:39])[C:35]([F:38])([F:37])[F:36])=[O:32])[CH2:28][CH2:29]4)[C:18]=3[N:17]=[CH:16][N:15]=2)=[CH:5][CH:6]=1)(=[O:11])=[O:10]. The reactants are Cl.F[C:3]1[CH:8]=[C:7]([S:9]([CH3:12])(=[O:11])=[O:10])[CH:6]=[CH:5][C:4]=1[NH:13][C:14]1[C:19]2[O:20][CH2:21][CH2:22][N:23]([CH:24]3[CH2:29][CH2:28][NH:27][CH2:26][CH2:25]3)[C:18]=2[N:17]=[CH:16][N:15]=1.Cl[C:31]([O:33][CH:34]([CH3:39])[C:35]([F:38])([F:37])[F:36])=[O:32]. (3) The reactants are [Cl:1][C:2]([Cl:7])([Cl:6])[C:3](Cl)=[O:4].[NH2:8][C:9]1[CH:14]=[CH:13][C:12]([C:15](=[O:23])[C:16]2[CH:21]=[CH:20][C:19]([F:22])=[CH:18][CH:17]=2)=[CH:11][C:10]=1[C:24]([C:26]1[CH:31]=[CH:30][CH:29]=[C:28]([Cl:32])[CH:27]=1)=[O:25].C(N(CC)CC)C. The catalyst is C(Cl)Cl. The product is [Cl:1][C:2]([Cl:7])([Cl:6])[C:3]([NH:8][C:9]1[CH:14]=[CH:13][C:12]([C:15](=[O:23])[C:16]2[CH:21]=[CH:20][C:19]([F:22])=[CH:18][CH:17]=2)=[CH:11][C:10]=1[C:24](=[O:25])[C:26]1[CH:31]=[CH:30][CH:29]=[C:28]([Cl:32])[CH:27]=1)=[O:4]. The yield is 0.950. (4) The reactants are C(#N)C.N1C(C)=CC=[CH:6][C:5]=1[CH3:11].CCN=C=N[CH2:17][CH2:18][CH2:19][N:20]([CH3:22])[CH3:21].Cl.Cl. The catalyst is O.CC(OC)(C)C. The product is [CH3:22][N:20]([CH:19]1[CH2:18][CH2:17][CH2:11][CH2:5][CH2:6]1)[CH3:21]. The yield is 0.900.